Dataset: Forward reaction prediction with 1.9M reactions from USPTO patents (1976-2016). Task: Predict the product of the given reaction. (1) Given the reactants [OH-:1].[Na+].[CH:3]1[C:16]2[C:15]3[CH:17]=[CH:18][CH:19]=[CH:20][C:14]=3[C:13]3[C:8]4=[N+:9]([CH2:21][CH2:22][CH2:23][N+:6]([C:7]=24)=[CH:5][CH:4]=1)[CH:10]=[CH:11][CH:12]=3.[OH2:24], predict the reaction product. The product is: [CH:12]1[C:13]2[C:8]3=[C:7]4[C:16](=[C:15]5[CH:17]=[CH:18][CH:19]=[CH:20][C:14]5=2)[CH:3]=[CH:4][C:5](=[O:1])[N:6]4[CH2:23][CH2:22][CH2:21][N:9]3[C:10](=[O:24])[CH:11]=1. (2) Given the reactants Br[C:2]1[CH:11]=[CH:10][CH:9]=[C:8]2[C:3]=1[CH:4]=[CH:5][N:6]=[CH:7]2.[NH2:12][C@@H:13]1[CH2:17][CH2:16][N:15]([C:18]([O:20][C:21]([CH3:24])([CH3:23])[CH3:22])=[O:19])[CH2:14]1.C1C=CC(P(C2C(C3C(P(C4C=CC=CC=4)C4C=CC=CC=4)=CC=C4C=3C=CC=C4)=C3C(C=CC=C3)=CC=2)C2C=CC=CC=2)=CC=1.C(=O)([O-])[O-].[Cs+].[Cs+], predict the reaction product. The product is: [CH:7]1[C:8]2[C:3](=[C:2]([NH:12][C@@H:13]3[CH2:17][CH2:16][N:15]([C:18]([O:20][C:21]([CH3:24])([CH3:23])[CH3:22])=[O:19])[CH2:14]3)[CH:11]=[CH:10][CH:9]=2)[CH:4]=[CH:5][N:6]=1.